The task is: Predict which catalyst facilitates the given reaction.. This data is from Catalyst prediction with 721,799 reactions and 888 catalyst types from USPTO. (1) Reactant: Cl[C:2]1[C:3]2[CH2:11][CH2:10][N:9]([C:12]3[C:17]([Cl:18])=[CH:16][CH:15]=[CH:14][N:13]=3)[CH2:8][C:4]=2[N:5]=[CH:6][N:7]=1.[NH2:19][C:20]1[CH:28]=[C:27]2[C:23]([C:24]([CH3:31])([CH3:30])[C:25](=[O:29])[NH:26]2)=[CH:22][CH:21]=1.C(#N)C.C([O-])(O)=O.[Na+]. Product: [Cl:18][C:17]1[C:12]([N:9]2[CH2:10][CH2:11][C:3]3[C:2]([NH:19][C:20]4[CH:28]=[C:27]5[C:23]([C:24]([CH3:31])([CH3:30])[C:25](=[O:29])[NH:26]5)=[CH:22][CH:21]=4)=[N:7][CH:6]=[N:5][C:4]=3[CH2:8]2)=[N:13][CH:14]=[CH:15][CH:16]=1. The catalyst class is: 25. (2) Reactant: [Cl:1][C:2]1[C:3]([F:11])=[C:4]([CH:8]=[CH:9][N:10]=1)C(O)=O.C([N:14]([CH2:17]C)CC)C.C1(P(N=[N+]=[N-])(C2C=CC=CC=2)=[O:26])C=CC=CC=1.[CH3:36][C:37]([OH:40])([CH3:39])[CH3:38]. Product: [C:37]([O:40][C:17](=[O:26])[NH:14][C:4]1[CH:8]=[CH:9][N:10]=[C:2]([Cl:1])[C:3]=1[F:11])([CH3:39])([CH3:38])[CH3:36]. The catalyst class is: 11.